This data is from Retrosynthesis with 50K atom-mapped reactions and 10 reaction types from USPTO. The task is: Predict the reactants needed to synthesize the given product. The reactants are: Fc1cnc(Cl)nc1Cl.NC(c1cc(C(F)(F)F)cc(C(F)(F)F)c1)c1cc(C(F)(F)F)cc(C(F)(F)F)c1. Given the product Fc1cnc(Cl)nc1NC(c1cc(C(F)(F)F)cc(C(F)(F)F)c1)c1cc(C(F)(F)F)cc(C(F)(F)F)c1, predict the reactants needed to synthesize it.